This data is from Forward reaction prediction with 1.9M reactions from USPTO patents (1976-2016). The task is: Predict the product of the given reaction. Given the reactants C(Cl)(=O)C(Cl)=O.CS(C)=O.[CH3:11][C:12]1[CH:17]=[CH:16][C:15]([S:18]([O:21][CH2:22][C@@H:23]2[CH2:28][O:27][C@@H:26]([CH2:29][OH:30])[CH2:25][O:24]2)(=[O:20])=[O:19])=[CH:14][CH:13]=1, predict the reaction product. The product is: [CH3:11][C:12]1[CH:17]=[CH:16][C:15]([S:18]([O:21][CH2:22][C@@H:23]2[CH2:28][O:27][C@@H:26]([CH:29]=[O:30])[CH2:25][O:24]2)(=[O:20])=[O:19])=[CH:14][CH:13]=1.